This data is from Catalyst prediction with 721,799 reactions and 888 catalyst types from USPTO. The task is: Predict which catalyst facilitates the given reaction. (1) Reactant: C1(P(C2C=CC=CC=2)C2C=CC=CC=2)C=CC=CC=1.[I:20]I.N1C=CN=C1.[CH3:27][O:28][C:29](=[O:37])[CH2:30][O:31][CH2:32][C:33]#[C:34][CH2:35]O. Product: [CH3:27][O:28][C:29](=[O:37])[CH2:30][O:31][CH2:32][C:33]#[C:34][CH2:35][I:20]. The catalyst class is: 2. (2) Reactant: [CH2:1]([N:8]1[C:13](=[O:14])[C:12]2[C:15]([CH3:18])=[N:16][O:17][C:11]=2[N:10]=[C:9]1[CH2:19][CH2:20][CH3:21])[C:2]1[CH:7]=[CH:6][CH:5]=[CH:4][CH:3]=1.CC([O-])=O.[Na+].[Br:27]Br.O. Product: [CH2:1]([N:8]1[C:13](=[O:14])[C:12]2[C:15]([CH3:18])=[N:16][O:17][C:11]=2[N:10]=[C:9]1[CH:19]([Br:27])[CH2:20][CH3:21])[C:2]1[CH:3]=[CH:4][CH:5]=[CH:6][CH:7]=1. The catalyst class is: 52.